Dataset: Catalyst prediction with 721,799 reactions and 888 catalyst types from USPTO. Task: Predict which catalyst facilitates the given reaction. (1) Reactant: C[O:2][C:3](=[O:43])[C:4]1[CH:9]=[CH:8][C:7]([NH:10][C:11]([C@H:13]2[NH:17][C@@H:16]([CH2:18][C:19]([CH3:22])([CH3:21])[CH3:20])[C@:15]3([C:30]4[C:25](=[CH:26][C:27]([Cl:31])=[CH:28][CH:29]=4)[NH:24][C:23]3=[O:32])[C@H:14]2[C:33]2[CH:38]=[CH:37][C:36]([F:39])=[C:35]([Cl:40])[CH:34]=2)=[O:12])=[C:6]([O:41][CH3:42])[CH:5]=1.[OH-].[Na+].Cl. Product: [Cl:31][C:27]1[CH:26]=[C:25]2[NH:24][C:23](=[O:32])[C@:15]3([C@@H:14]([C:33]4[CH:38]=[CH:37][C:36]([F:39])=[C:35]([Cl:40])[CH:34]=4)[C@H:13]([C:11]([NH:10][C:7]4[CH:8]=[CH:9][C:4]([C:3]([OH:43])=[O:2])=[CH:5][C:6]=4[O:41][CH3:42])=[O:12])[NH:17][C@H:16]3[CH2:18][C:19]([CH3:21])([CH3:20])[CH3:22])[C:30]2=[CH:29][CH:28]=1. The catalyst class is: 200. (2) Reactant: [C:1]([NH:8][C@H:9]([C:13]([OH:16])([CH3:15])[CH3:14])[C:10]([OH:12])=O)([O:3][C:4]([CH3:7])([CH3:6])[CH3:5])=[O:2].Cl.[F:18][C:19]([F:23])([F:22])[CH2:20][NH2:21].C(Cl)CCl.C1C=CC2N(O)N=NC=2C=1.CCN(C(C)C)C(C)C. Product: [C:4]([O:3][C:1]([NH:8][C@@H:9]([C:10]([NH:21][CH2:20][C:19]([F:23])([F:22])[F:18])=[O:12])[C:13]([OH:16])([CH3:15])[CH3:14])=[O:2])([CH3:5])([CH3:6])[CH3:7]. The catalyst class is: 124.